From a dataset of Full USPTO retrosynthesis dataset with 1.9M reactions from patents (1976-2016). Predict the reactants needed to synthesize the given product. (1) Given the product [Br:1][C:2]1[CH:3]=[C:4]2[C:9](=[CH:10][C:11]=1[F:12])[N:8]([CH2:23][CH3:24])[C:7](=[O:13])[N:6]([CH2:14][CH3:15])[C:5]2=[O:16], predict the reactants needed to synthesize it. The reactants are: [Br:1][C:2]1[CH:3]=[C:4]2[C:9](=[CH:10][C:11]=1[F:12])[NH:8][C:7](=[O:13])[N:6]([CH2:14][CH3:15])[C:5]2=[O:16].C(=O)([O-])[O-].[K+].[K+].[CH2:23](I)[CH3:24]. (2) Given the product [Cl:1][C:2]1[CH:3]=[CH:4][CH:5]=[C:6]2[C:10]=1[N:9]([CH:21]1[CH2:25][CH2:24][CH2:23][CH2:22]1)[N:8]=[C:7]2[C:11]1[CH:16]=[CH:15][C:14]([O:17][CH3:18])=[CH:13][CH:12]=1, predict the reactants needed to synthesize it. The reactants are: [Cl:1][C:2]1[CH:3]=[CH:4][CH:5]=[C:6]2[C:10]=1[NH:9][N:8]=[C:7]2[C:11]1[CH:16]=[CH:15][C:14]([O:17][CH3:18])=[CH:13][CH:12]=1.[H-].[Na+].[CH:21]1(Br)[CH2:25][CH2:24][CH2:23][CH2:22]1. (3) The reactants are: C1(C)C=CC=CC=1.COCCO[AlH2-]OCCOC.[Na+].[CH:20]1([NH:26][C:27]2[C:32]([C:33](N(OC)C)=[O:34])=[CH:31][N:30]=[C:29]3[N:39]([CH2:42][CH3:43])[N:40]=[CH:41][C:28]=23)[CH2:25][CH2:24][CH2:23][CH2:22][CH2:21]1.C(O)(=O)CC(CC(O)=O)(C(O)=O)O. Given the product [CH:20]1([NH:26][C:27]2[C:32]([CH:33]=[O:34])=[CH:31][N:30]=[C:29]3[N:39]([CH2:42][CH3:43])[N:40]=[CH:41][C:28]=23)[CH2:21][CH2:22][CH2:23][CH2:24][CH2:25]1, predict the reactants needed to synthesize it. (4) Given the product [Br:1][C:2]1[CH:20]=[CH:19][C:5]2[N:6]([C:9]3[S:13][C:12]([C:14]([O:16][CH3:17])=[O:15])=[C:11]([O:18][C@@H:36]([C:23]4[CH:24]=[CH:25][CH:26]=[C:27]([O:28][Si:29]([C:32]([CH3:35])([CH3:34])[CH3:33])([CH3:31])[CH3:30])[C:22]=4[Cl:21])[CH3:37])[CH:10]=3)[CH:7]=[N:8][C:4]=2[CH:3]=1, predict the reactants needed to synthesize it. The reactants are: [Br:1][C:2]1[CH:20]=[CH:19][C:5]2[N:6]([C:9]3[S:13][C:12]([C:14]([O:16][CH3:17])=[O:15])=[C:11]([OH:18])[CH:10]=3)[CH:7]=[N:8][C:4]=2[CH:3]=1.[Cl:21][C:22]1[C:27]([O:28][Si:29]([C:32]([CH3:35])([CH3:34])[CH3:33])([CH3:31])[CH3:30])=[CH:26][CH:25]=[CH:24][C:23]=1[C@@H:36](O)[CH3:37].ClC1C(O)=CC=CC=1[C@H](OC1C=C(N2C3C=CC(C4C=NN(C)C=4)=CC=3N=C2)SC=1C(OC)=O)C. (5) Given the product [Br:36][C:31]1[CH:30]=[CH:29][C:28]2[N:27]([CH2:37][CH2:38][CH2:39][N:15]([C:16]3[CH:17]=[CH:18][CH:19]=[CH:20][CH:21]=3)[S:12]([C:7]3[CH:8]=[CH:9][CH:10]=[CH:11][C:6]=3[N+:3]([O-:5])=[O:4])(=[O:14])=[O:13])[C:26]3[C:34]([C:33]=2[CH:32]=1)=[CH:35][C:23]([Br:22])=[CH:24][CH:25]=3, predict the reactants needed to synthesize it. The reactants are: [OH-].[K+].[N+:3]([C:6]1[CH:11]=[CH:10][CH:9]=[CH:8][C:7]=1[S:12]([NH:15][C:16]1[CH:21]=[CH:20][CH:19]=[CH:18][CH:17]=1)(=[O:14])=[O:13])([O-:5])=[O:4].[Br:22][C:23]1[CH:24]=[CH:25][C:26]2[N:27]([CH2:37][CH2:38][CH2:39]Br)[C:28]3[C:33]([C:34]=2[CH:35]=1)=[CH:32][C:31]([Br:36])=[CH:30][CH:29]=3. (6) Given the product [CH3:18][C:2]1[C:15]2[C:16]3=[C:17]4[C:12](=[CH:13][CH:14]=2)[CH:11]=[CH:10][CH:9]=[C:8]4[CH:7]=[CH:6][C:5]3=[CH:4][CH:3]=1, predict the reactants needed to synthesize it. The reactants are: Br[C:2]1[C:15]2[C:16]3=[C:17]4[C:12](=[CH:13][CH:14]=2)[CH:11]=[CH:10][CH:9]=[C:8]4[CH:7]=[CH:6][C:5]3=[CH:4][CH:3]=1.[CH3:18]B1OB(C)OB(C)O1.C(=O)([O-])[O-].[Cs+].[Cs+].C(Cl)Cl. (7) Given the product [C:26]1([S:23]([C:22]2[C:3]3[C:2](=[CH:21][CH:20]=[C:5]([O:6][CH2:7][CH2:8][O:9][S:10]([C:13]4[CH:14]=[CH:15][C:16]([CH3:19])=[CH:17][CH:18]=4)(=[O:11])=[O:12])[CH:4]=3)[NH:1][N:33]=2)(=[O:24])=[O:25])[CH:31]=[CH:30][CH:29]=[CH:28][CH:27]=1, predict the reactants needed to synthesize it. The reactants are: [NH2:1][C:2]1[CH:21]=[CH:20][C:5]([O:6][CH2:7][CH2:8][O:9][S:10]([C:13]2[CH:18]=[CH:17][C:16]([CH3:19])=[CH:15][CH:14]=2)(=[O:12])=[O:11])=[CH:4][C:3]=1[CH2:22][S:23]([C:26]1[CH:31]=[CH:30][CH:29]=[CH:28][CH:27]=1)(=[O:25])=[O:24].Cl.[N:33]([O-])=O.[Na+].C(=O)([O-])[O-].[Na+].[Na+].